From a dataset of Reaction yield outcomes from USPTO patents with 853,638 reactions. Predict the reaction yield, written as a fraction of the theoretical maximum amount of product (1.0 means a 100% yield; for example, 0.34 means a 34% yield). The reactants are [Cl:1][C:2]1[N:11]=[CH:10][C:9]2[NH:8][C:7](=[O:12])[CH:6]3[CH2:13][O:14][CH2:15][CH2:16][N:5]3[C:4]=2[N:3]=1.[H-].[Na+].FC(F)(F)S(O[CH2:25][C:26]([F:29])([F:28])[F:27])(=O)=O.O. The catalyst is CN(C=O)C. The product is [Cl:1][C:2]1[N:11]=[CH:10][C:9]2[N:8]([CH2:25][C:26]([F:29])([F:28])[F:27])[C:7](=[O:12])[CH:6]3[CH2:13][O:14][CH2:15][CH2:16][N:5]3[C:4]=2[N:3]=1. The yield is 0.770.